Dataset: Catalyst prediction with 721,799 reactions and 888 catalyst types from USPTO. Task: Predict which catalyst facilitates the given reaction. (1) Reactant: C([O:3][C:4]([C:6]1[S:23][C:9]2[N:10]=[C:11]([NH2:22])[N:12]=[C:13]([C:14]3[CH:19]=[CH:18][C:17]([Cl:20])=[CH:16][C:15]=3[Cl:21])[C:8]=2[CH:7]=1)=O)C.[H-].C([Al+]CC(C)C)C(C)C.Cl. The catalyst class is: 1. Product: [NH2:22][C:11]1[N:12]=[C:13]([C:14]2[CH:19]=[CH:18][C:17]([Cl:20])=[CH:16][C:15]=2[Cl:21])[C:8]2[CH:7]=[C:6]([CH2:4][OH:3])[S:23][C:9]=2[N:10]=1. (2) Reactant: [C:1]1([N:11]=[C:12]=[O:13])[C:10]2[C:5](=[CH:6][CH:7]=[CH:8][CH:9]=2)[CH:4]=[CH:3][CH:2]=1.Cl.[NH2:15][C:16]1[CH:17]=[C:18]2[C:23](=[CH:24][CH:25]=1)[CH2:22][C:21]1([C:29](=[O:30])[NH:28][C:27](=[O:31])[NH:26]1)[CH2:20][CH2:19]2.C(N(CC)C(C)C)(C)C. Product: [C:1]1([NH:11][C:12]([NH:15][C:16]2[CH:17]=[C:18]3[C:23](=[CH:24][CH:25]=2)[CH2:22][C:21]2([C:29](=[O:30])[NH:28][C:27](=[O:31])[NH:26]2)[CH2:20][CH2:19]3)=[O:13])[C:10]2[C:5](=[CH:6][CH:7]=[CH:8][CH:9]=2)[CH:4]=[CH:3][CH:2]=1. The catalyst class is: 1.